From a dataset of Reaction yield outcomes from USPTO patents with 853,638 reactions. Predict the reaction yield, written as a fraction of the theoretical maximum amount of product (1.0 means a 100% yield; for example, 0.34 means a 34% yield). The reactants are [CH3:1][O:2][C:3]([C:5]1[CH:6]=[CH:7][C:8]([C:11]([OH:13])=O)=[N:9][CH:10]=1)=[O:4].C(N(CC)CC)C.F[P-](F)(F)(F)(F)F.N1(OC(N(C)C)=[N+](C)C)C2C=CC=CC=2N=N1.Cl.[F:46][C:47]([F:52])([F:51])[CH2:48][CH2:49][NH2:50]. The catalyst is C(#N)C. The product is [F:46][C:47]([F:52])([F:51])[CH2:48][CH2:49][NH:50][C:11]([C:8]1[CH:7]=[CH:6][C:5]([C:3]([O:2][CH3:1])=[O:4])=[CH:10][N:9]=1)=[O:13]. The yield is 0.250.